Dataset: Reaction yield outcomes from USPTO patents with 853,638 reactions. Task: Predict the reaction yield, written as a fraction of the theoretical maximum amount of product (1.0 means a 100% yield; for example, 0.34 means a 34% yield). (1) The reactants are [CH3:1][N:2]1[CH:6]=[C:5]([N+:7]([O-:9])=[O:8])[CH:4]=[N:3]1.C[Si](C)(C)[N-][Si](C)(C)C.[Li+].[Cl:20]C(Cl)(Cl)C(Cl)(Cl)Cl. The catalyst is C1COCC1. The product is [Cl:20][C:6]1[N:2]([CH3:1])[N:3]=[CH:4][C:5]=1[N+:7]([O-:9])=[O:8]. The yield is 0.787. (2) The reactants are [O:1]1[CH2:6][CH2:5][N:4]([C:7]2[N:12]=[C:11]([N:13]3[CH2:18][CH2:17][O:16][CH2:15][CH2:14]3)[N:10]=[C:9]([C:19]3[CH:24]=[CH:23][C:22]([NH:25][C:26](=[O:37])[NH:27][C:28]4[CH:36]=[CH:35][C:31]([C:32](O)=[O:33])=[CH:30][CH:29]=4)=[CH:21][CH:20]=3)[N:8]=2)[CH2:3][CH2:2]1.CCN(C(C)C)C(C)C.CN(C(O[N:55]1N=N[C:57]2[CH:58]=[CH:59][CH:60]=[CH:61][C:56]1=2)=[N+](C)C)C.F[P-](F)(F)(F)(F)F.N1C=CC=CC=1CN. The catalyst is CN1C(=O)CCC1. The product is [O:1]1[CH2:6][CH2:5][N:4]([C:7]2[N:12]=[C:11]([N:13]3[CH2:14][CH2:15][O:16][CH2:17][CH2:18]3)[N:10]=[C:9]([C:19]3[CH:24]=[CH:23][C:22]([NH:25][C:26]([NH:27][C:28]4[CH:29]=[CH:30][C:31]([C:32](=[O:33])[CH2:61][C:60]5[CH:59]=[CH:58][CH:57]=[CH:56][N:55]=5)=[CH:35][CH:36]=4)=[O:37])=[CH:21][CH:20]=3)[N:8]=2)[CH2:3][CH2:2]1. The yield is 0.150. (3) The catalyst is CO.[Pd]. The product is [OH:14][C:11]([C:7]1[N:6]=[C:5]([CH2:4][NH2:1])[CH:10]=[CH:9][CH:8]=1)([CH3:13])[CH3:12]. The reactants are [N:1]([CH2:4][C:5]1[CH:10]=[CH:9][CH:8]=[C:7]([C:11]([OH:14])([CH3:13])[CH3:12])[N:6]=1)=[N+]=[N-]. The yield is 0.900. (4) The reactants are O([C:8]([C:10]([F:13])([F:12])[F:11])=[O:9])[C:8]([C:10]([F:13])([F:12])[F:11])=[O:9].[NH:14]1[C:23]2[C:18](=[CH:19][CH:20]=[CH:21][CH:22]=2)[CH2:17][CH2:16][CH2:15]1. The catalyst is C(Cl)(Cl)Cl. The product is [N:14]1([C:8](=[O:9])[C:10]([F:11])([F:12])[F:13])[C:23]2[C:18](=[CH:19][CH:20]=[CH:21][CH:22]=2)[CH2:17][CH2:16][CH2:15]1. The yield is 0.870.